This data is from CYP2D6 inhibition data for predicting drug metabolism from PubChem BioAssay. The task is: Regression/Classification. Given a drug SMILES string, predict its absorption, distribution, metabolism, or excretion properties. Task type varies by dataset: regression for continuous measurements (e.g., permeability, clearance, half-life) or binary classification for categorical outcomes (e.g., BBB penetration, CYP inhibition). Dataset: cyp2d6_veith. The compound is COc1ccc(OC)c(NC(=O)Cn2cccc2)c1. The result is 0 (non-inhibitor).